Dataset: KCNQ2 potassium channel screen with 302,405 compounds. Task: Binary Classification. Given a drug SMILES string, predict its activity (active/inactive) in a high-throughput screening assay against a specified biological target. (1) The drug is o1c(nnc1NC(=O)c1cc(ccc1)C)c1occc1. The result is 0 (inactive). (2) The molecule is OC(=O)C(/c1c2c(ccc1)cccc2)=C\c1cc2c(cc1)cccc2. The result is 0 (inactive). (3) The molecule is S(=O)(=O)(N1CCN(CC1)c1ccccc1)c1c(cc(cc1)C)C. The result is 0 (inactive). (4) The molecule is Clc1c(cc(Nc2ncccn2)c(OC)c1)C. The result is 0 (inactive). (5) The drug is S(=O)(=O)(NCc1cc(OC)ccc1)c1cc2CC(N(C(=O)C3CC3)c2cc1)C. The result is 0 (inactive). (6) The compound is o1nc(N\C=C/c2n(nnn2)c2ccc(cc2)C)cc1C. The result is 0 (inactive). (7) The compound is O=C(N1CCCCC1)Cn1nc([N+]([O-])=O)c([N+]([O-])=O)c1C. The result is 0 (inactive).